Dataset: Full USPTO retrosynthesis dataset with 1.9M reactions from patents (1976-2016). Task: Predict the reactants needed to synthesize the given product. (1) Given the product [OH:1][C@H:2]1[CH2:7][CH2:6][C@H:5]([NH:8][C:9]2[N:17]=[C:16]3[C:12]([NH:13][C:14](=[O:26])[N:15]3[C:18]3[CH:23]=[CH:22][CH:21]=[CH:20][C:19]=3[O:24][CH3:25])=[C:11]([C:27]([NH2:32])=[O:29])[N:10]=2)[CH2:4][CH2:3]1, predict the reactants needed to synthesize it. The reactants are: [OH:1][C@H:2]1[CH2:7][CH2:6][C@H:5]([NH:8][C:9]2[N:17]=[C:16]3[C:12]([NH:13][C:14](=[O:26])[N:15]3[C:18]3[CH:23]=[CH:22][CH:21]=[CH:20][C:19]=3[O:24][CH3:25])=[C:11]([C:27]([O:29]CC)=O)[N:10]=2)[CH2:4][CH2:3]1.[NH2:32]C1C(C(OCC)=O)=NC(N[C@H]2CC[C@H](O)CC2)=NC=1NC1C=CC=CC=1OC. (2) Given the product [F:42][C:40]1[CH:39]=[CH:38][C:36]2[N:37]=[C:33]([NH:2][C@H:3]3[CH2:7][CH2:6][CH2:5][C@@H:4]3[NH:8][C:9](=[O:22])[C:10]3[CH:15]=[CH:14][CH:13]=[CH:12][C:11]=3[C:16]3[O:20][N:19]=[C:18]([CH3:21])[N:17]=3)[O:34][C:35]=2[CH:41]=1, predict the reactants needed to synthesize it. The reactants are: Cl.[NH2:2][C@H:3]1[CH2:7][CH2:6][CH2:5][C@@H:4]1[NH:8][C:9](=[O:22])[C:10]1[CH:15]=[CH:14][CH:13]=[CH:12][C:11]=1[C:16]1[O:20][N:19]=[C:18]([CH3:21])[N:17]=1.CCN(C(C)C)C(C)C.Cl[C:33]1[O:34][C:35]2[CH:41]=[C:40]([F:42])[CH:39]=[CH:38][C:36]=2[N:37]=1.